From a dataset of Forward reaction prediction with 1.9M reactions from USPTO patents (1976-2016). Predict the product of the given reaction. (1) Given the reactants [CH:1]1([N:5]2[CH2:11][CH2:10][C:9]3[CH:12]=[CH:13][C:14]([C:16]4[N:21]=[CH:20][C:19]([C:22](O)=[O:23])=[CH:18][CH:17]=4)=[CH:15][C:8]=3[CH2:7][CH2:6]2)[CH2:4][CH2:3][CH2:2]1.[NH:25]1[CH2:30][CH2:29][O:28][CH2:27][CH2:26]1, predict the reaction product. The product is: [CH:1]1([N:5]2[CH2:11][CH2:10][C:9]3[CH:12]=[CH:13][C:14]([C:16]4[CH:17]=[CH:18][C:19]([C:22]([N:25]5[CH2:30][CH2:29][O:28][CH2:27][CH2:26]5)=[O:23])=[CH:20][N:21]=4)=[CH:15][C:8]=3[CH2:7][CH2:6]2)[CH2:2][CH2:3][CH2:4]1. (2) The product is: [NH2:17][C:8]1[NH:1][C:2]2[CH:7]=[CH:6][CH:5]=[CH:4][C:3]=2[N:10]=1. Given the reactants [NH2:1][C:2]1[CH:7]=[CH:6][CH:5]=[CH:4][CH:3]=1.[C:8]([N:17]1C=CC=CC1=O)([N:10]1C=CC=CC1=O)=S.C(N1C=CN=C1)(N1C=CN=C1)=S.C(Cl)(Cl)=S, predict the reaction product. (3) The product is: [O:1]1[CH2:28][CH:2]1[CH2:3][N:4]([C:22]1[CH:23]=[CH:24][CH:25]=[CH:26][CH:27]=1)[N:5]=[CH:6][C:7]1[CH:19]=[CH:18][C:10]([N:11]([CH3:20])[CH3:12])=[CH:9][CH:8]=1. Given the reactants [O:1]1[CH2:28][CH:2]1[CH2:3][N:4]([C:22]1[CH:27]=[CH:26][CH:25]=[CH:24][CH:23]=1)[N:5]=[CH:6][C:7]1[CH:8]=[CH:9][C:10]2[N:11]([CH2:20]C)[C:12]3C([C:18]=2[CH:19]=1)=CC=CC=3.C1(NN=CC2C=CC3N(CC)C4C(C=3C=2)=CC=CC=4)C=CC=CC=1.C1(NN=CC2C=CC(N(C)C)=CC=2)C=CC=CC=1, predict the reaction product. (4) Given the reactants [O:1]=[C:2]1[NH:14][C:12]2[C:13]3[C:5](=[CH:6][N:7]([CH2:15][C:16]([O:18]C(C)(C)C)=[O:17])[C:8]=3[CH:9]=[CH:10][CH:11]=2)[CH2:4][CH2:3]1.C(O)(C(F)(F)F)=O, predict the reaction product. The product is: [O:1]=[C:2]1[NH:14][C:12]2[C:13]3[C:5](=[CH:6][N:7]([CH2:15][C:16]([OH:18])=[O:17])[C:8]=3[CH:9]=[CH:10][CH:11]=2)[CH2:4][CH2:3]1. (5) Given the reactants C(N(C(C)C)CC)(C)C.CN(C(ON1N=NC2C=CC=CC1=2)=[N+](C)C)C.F[P-](F)(F)(F)(F)F.[CH:34]1([CH2:37][OH:38])[CH2:36][CH2:35]1.[CH3:39][N:40]([CH3:60])[CH:41]1[CH2:46][CH2:45][N:44]([C:47](=[O:59])[CH2:48][CH2:49][C:50]2[N:51]([CH2:55][C:56](O)=[O:57])[CH:52]=[CH:53][N:54]=2)[CH2:43][CH2:42]1, predict the reaction product. The product is: [CH3:60][N:40]([CH3:39])[CH:41]1[CH2:46][CH2:45][N:44]([C:47](=[O:59])[CH2:48][CH2:49][C:50]2[N:51]([CH2:55][C:56]([O:38][CH2:37][CH:34]3[CH2:36][CH2:35]3)=[O:57])[CH:52]=[CH:53][N:54]=2)[CH2:43][CH2:42]1. (6) Given the reactants [N:1]([O-:3])=O.[Na+].[NH:5]1[C:11]2[CH:12]=[CH:13][CH:14]=[CH:15][C:10]=2[CH2:9][CH2:8][CH2:7][CH2:6]1, predict the reaction product. The product is: [N:1]([N:5]1[C:11]2[CH:12]=[CH:13][CH:14]=[CH:15][C:10]=2[CH2:9][CH2:8][CH2:7][CH2:6]1)=[O:3].